From a dataset of Peptide-MHC class I binding affinity with 185,985 pairs from IEDB/IMGT. Regression. Given a peptide amino acid sequence and an MHC pseudo amino acid sequence, predict their binding affinity value. This is MHC class I binding data. (1) The peptide sequence is FLPGQYMNI. The binding affinity (normalized) is 0.0847. The MHC is HLA-B15:01 with pseudo-sequence HLA-B15:01. (2) The peptide sequence is KGSRAIWYMW. The MHC is HLA-B57:01 with pseudo-sequence HLA-B57:01. The binding affinity (normalized) is 0.741.